This data is from Full USPTO retrosynthesis dataset with 1.9M reactions from patents (1976-2016). The task is: Predict the reactants needed to synthesize the given product. (1) Given the product [CH2:36]([NH:1][C:2]1[CH:7]=[CH:6][C:5]([NH:8][C:9]2[CH:18]=[CH:17][C:16]([CH:19]3[CH2:21][CH2:20]3)=[CH:15][C:10]=2[C:11]([O:13][CH3:14])=[O:12])=[CH:4][C:3]=1[CH2:22][C:23]([O:25][C:26]([CH3:29])([CH3:28])[CH3:27])=[O:24])[C:37]1[CH:42]=[CH:41][CH:40]=[CH:39][CH:38]=1, predict the reactants needed to synthesize it. The reactants are: [NH2:1][C:2]1[CH:7]=[CH:6][C:5]([NH:8][C:9]2[CH:18]=[CH:17][C:16]([CH:19]3[CH2:21][CH2:20]3)=[CH:15][C:10]=2[C:11]([O:13][CH3:14])=[O:12])=[CH:4][C:3]=1[CH2:22][C:23]([O:25][C:26]([CH3:29])([CH3:28])[CH3:27])=[O:24].C(=O)([O-])[O-].[K+].[K+].[CH2:36](Br)[C:37]1[CH:42]=[CH:41][CH:40]=[CH:39][CH:38]=1.C(OCC)(=O)C. (2) Given the product [Cl:1][C:2]1[CH:7]=[CH:6][C:5]([CH2:8][NH:9][C:10](=[O:26])[C:11]2[C:16]([OH:17])=[CH:15][C:14]([N:19]3[CH2:20][CH2:21][O:22][CH2:23][CH2:24]3)=[CH:13][C:12]=2[F:25])=[CH:4][CH:3]=1, predict the reactants needed to synthesize it. The reactants are: [Cl:1][C:2]1[CH:7]=[CH:6][C:5]([CH2:8][NH:9][C:10](=[O:26])[C:11]2[C:16]([O:17]C)=[CH:15][C:14]([N:19]3[CH2:24][CH2:23][O:22][CH2:21][CH2:20]3)=[CH:13][C:12]=2[F:25])=[CH:4][CH:3]=1.B(Br)(Br)Br.O.